Dataset: Full USPTO retrosynthesis dataset with 1.9M reactions from patents (1976-2016). Task: Predict the reactants needed to synthesize the given product. (1) Given the product [CH3:21][C:3]1[C:2]([CH2:30][CH2:31][CH3:32])=[CH:17][C:6]([NH:7][CH2:8][CH2:9][CH2:10][C:11]2[CH:16]=[CH:15][CH:14]=[CH:13][CH:12]=2)=[C:5]([N+:18]([O-:20])=[O:19])[CH:4]=1, predict the reactants needed to synthesize it. The reactants are: Cl[C:2]1[C:3]([CH3:21])=[CH:4][C:5]([N+:18]([O-:20])=[O:19])=[C:6]([CH:17]=1)[NH:7][CH2:8][CH2:9][CH2:10][C:11]1[CH:16]=[CH:15][CH:14]=[CH:13][CH:12]=1.C([O-])([O-])=O.[Cs+].[Cs+].[F-].[K+].[CH2:30](B(O)O)[CH2:31][CH3:32]. (2) Given the product [Cl:17][C:14]1[CH:15]=[C:16]2[NH:8][C:9](=[O:36])[C:10]3([CH:18]([C:19]4[CH:24]=[C:23]([Cl:25])[CH:22]=[CH:21][C:20]=4[O:26][C:27]([CH2:28][CH3:29])([C:30]([O:32][CH3:33])=[O:31])[CH2:34][CH3:35])[CH2:47][C:46](=[O:48])[NH:45][CH:44]3[C:42]3[CH:43]=[C:38]([F:37])[CH:39]=[CH:40][C:41]=3[CH3:53])[C:11]2=[CH:12][CH:13]=1, predict the reactants needed to synthesize it. The reactants are: C(OC([N:8]1[C:16]2[C:11](=[CH:12][CH:13]=[C:14]([Cl:17])[CH:15]=2)/[C:10](=[CH:18]/[C:19]2[CH:24]=[C:23]([Cl:25])[CH:22]=[CH:21][C:20]=2[O:26][C:27]([CH2:34][CH3:35])([C:30]([O:32][CH3:33])=[O:31])[CH2:28][CH3:29])/[C:9]1=[O:36])=O)(C)(C)C.[F:37][C:38]1[CH:39]=[CH:40][C:41]([CH3:53])=[C:42]([CH:44]=[N:45][C:46]([O:48][Si](C)(C)C)=[CH2:47])[CH:43]=1. (3) The reactants are: Cl[C:2]1[C:11]2[C:6](=[CH:7][CH:8]=[C:9](OC(F)(F)F)[CH:10]=2)[N:5]=[C:4]([N:17]2[CH2:23][C:22]3[CH:24]=[CH:25][CH:26]=[CH:27][C:21]=3[S:20](=[O:29])(=[O:28])[CH2:19][CH2:18]2)[CH:3]=1.[O:30]=[C:31]1[NH:35][CH2:34][CH:33]([C:36]([NH2:38])=[O:37])[CH2:32]1.[C:39](=O)([O-])[O-].[K+].[K+].CN[C@@H]1CCCC[C@H]1NC. Given the product [O:29]=[S:20]1(=[O:28])[C:21]2[CH:27]=[CH:26][CH:25]=[CH:24][C:22]=2[CH2:23][N:17]([C:4]2[CH:3]=[C:2]([NH:38][C:36]([CH:33]3[CH2:32][C:31](=[O:30])[NH:35][CH2:34]3)=[O:37])[C:11]3[C:6](=[CH:7][CH:8]=[C:9]([CH3:39])[CH:10]=3)[N:5]=2)[CH2:18][CH2:19]1, predict the reactants needed to synthesize it. (4) Given the product [CH2:1]([O:3][C:4](=[O:24])[C:5]1[CH:10]=[C:9]([F:11])[CH:8]=[C:7]([S:12][C:13]2[C:21]3[C:16](=[CH:17][C:18]([Cl:22])=[CH:19][CH:20]=3)[N:15]([C:26]3[CH:27]=[N:28][N:29]([CH2:31][CH3:32])[CH:30]=3)[C:14]=2[CH3:23])[CH:6]=1)[CH3:2], predict the reactants needed to synthesize it. The reactants are: [CH2:1]([O:3][C:4](=[O:24])[C:5]1[CH:10]=[C:9]([F:11])[CH:8]=[C:7]([S:12][C:13]2[C:21]3[C:16](=[CH:17][C:18]([Cl:22])=[CH:19][CH:20]=3)[NH:15][C:14]=2[CH3:23])[CH:6]=1)[CH3:2].Br[C:26]1[CH:27]=[N:28][N:29]([CH2:31][CH3:32])[CH:30]=1. (5) Given the product [C:27]([CH2:12][CH2:13][CH:14]1[CH2:15][CH2:16][N:17]([C:20]([O:22][C:23]([CH3:24])([CH3:25])[CH3:26])=[O:21])[CH2:18][CH2:19]1)#[N:28], predict the reactants needed to synthesize it. The reactants are: S(O[CH2:12][CH2:13][CH:14]1[CH2:19][CH2:18][N:17]([C:20]([O:22][C:23]([CH3:26])([CH3:25])[CH3:24])=[O:21])[CH2:16][CH2:15]1)(C1C=CC(C)=CC=1)(=O)=O.[C-:27]#[N:28].[K+].C([O-])(O)=O.[Na+].